From a dataset of Full USPTO retrosynthesis dataset with 1.9M reactions from patents (1976-2016). Predict the reactants needed to synthesize the given product. (1) Given the product [CH3:17][N:18]1[C:22]([C:2]2[CH:3]=[C:4]([C:7]([O:9][CH3:10])=[O:8])[S:5][CH:6]=2)=[CH:21][CH:20]=[N:19]1, predict the reactants needed to synthesize it. The reactants are: Br[C:2]1[CH:3]=[C:4]([C:7]([O:9][CH3:10])=[O:8])[S:5][CH:6]=1.C(=O)([O-])[O-].[K+].[K+].[CH3:17][N:18]1[C:22](B2OC(C)(C)C(C)(C)O2)=[CH:21][CH:20]=[N:19]1. (2) Given the product [OH:1][C:2]1[C:3]([C:18](=[N:20][NH:21][C:22]([C:24]2[CH:25]=[CH:26][C:27]([C:28]([OH:30])=[O:29])=[CH:32][CH:33]=2)=[O:23])[CH3:19])=[N:4][N:5]([CH3:17])[C:6]=1[C:7]1[CH:12]=[CH:11][CH:10]=[C:9]([C:13]([F:14])([F:15])[F:16])[CH:8]=1, predict the reactants needed to synthesize it. The reactants are: [OH:1][C:2]1[C:3]([C:18](=[N:20][NH:21][C:22]([C:24]2[CH:33]=[CH:32][C:27]([C:28]([O:30]C)=[O:29])=[CH:26][CH:25]=2)=[O:23])[CH3:19])=[N:4][N:5]([CH3:17])[C:6]=1[C:7]1[CH:12]=[CH:11][CH:10]=[C:9]([C:13]([F:16])([F:15])[F:14])[CH:8]=1.CO.[OH-].[Na+].Cl. (3) Given the product [Br:19][C:20]1[CH:21]=[C:22]([C:26]#[C:27][C:9]2[CH:18]=[CH:17][C:12]3[O:13][CH2:14][CH2:15][O:16][C:11]=3[CH:10]=2)[CH:23]=[CH:24][CH:25]=1, predict the reactants needed to synthesize it. The reactants are: C(N(CC)CC)C.I[C:9]1[CH:18]=[CH:17][C:12]2[O:13][CH2:14][CH2:15][O:16][C:11]=2[CH:10]=1.[Br:19][C:20]1[CH:21]=[C:22]([C:26]#[CH:27])[CH:23]=[CH:24][CH:25]=1.